From a dataset of Peptide-MHC class I binding affinity with 185,985 pairs from IEDB/IMGT. Regression. Given a peptide amino acid sequence and an MHC pseudo amino acid sequence, predict their binding affinity value. This is MHC class I binding data. (1) The peptide sequence is GPVLTLWEGN. The MHC is HLA-A32:01 with pseudo-sequence HLA-A32:01. The binding affinity (normalized) is 0.321. (2) The peptide sequence is MVFQNYALY. The MHC is BoLA-T2a with pseudo-sequence BoLA-T2a. The binding affinity (normalized) is 0.0641. (3) The peptide sequence is LMHPAQTSQW. The MHC is Mamu-B52 with pseudo-sequence Mamu-B52. The binding affinity (normalized) is 0.399. (4) The peptide sequence is DESKKEINLL. The MHC is HLA-B18:01 with pseudo-sequence HLA-B18:01. The binding affinity (normalized) is 0.264. (5) The peptide sequence is FEDQLLPFMS. The MHC is HLA-B45:01 with pseudo-sequence HLA-B45:01. The binding affinity (normalized) is 0.189. (6) The peptide sequence is VPHSVFIASA. The MHC is HLA-B35:01 with pseudo-sequence HLA-B35:01. The binding affinity (normalized) is 0.164. (7) The peptide sequence is FATTPVCEY. The MHC is HLA-B35:01 with pseudo-sequence HLA-B35:01. The binding affinity (normalized) is 1.00. (8) The peptide sequence is LLNVQTLISL. The MHC is HLA-A02:02 with pseudo-sequence HLA-A02:02. The binding affinity (normalized) is 0.707.